From a dataset of Full USPTO retrosynthesis dataset with 1.9M reactions from patents (1976-2016). Predict the reactants needed to synthesize the given product. (1) Given the product [F:1][C:2]1[N:7]=[CH:6][C:5]([C:13]2[CH:27]=[CH:26][C:16]([O:17][CH2:18][CH2:19][N:20]3[CH2:25][CH2:24][O:23][CH2:22][CH2:21]3)=[CH:15][CH:14]=2)=[CH:4][CH:3]=1, predict the reactants needed to synthesize it. The reactants are: [F:1][C:2]1[N:7]=[CH:6][C:5](OB(O)O)=[CH:4][CH:3]=1.Br[C:13]1[CH:27]=[CH:26][C:16]([O:17][CH2:18][CH2:19][N:20]2[CH2:25][CH2:24][O:23][CH2:22][CH2:21]2)=[CH:15][CH:14]=1.C(=O)([O-])[O-].[Na+].[Na+].CC(OC)(C)C. (2) The reactants are: [F:1][C:2]1[CH:7]=[CH:6][CH:5]=[CH:4][C:3]=1[C:8]1[N:13]=[CH:12][C:11]([NH2:14])=[CH:10][CH:9]=1.[CH3:15][S:16][C:17]1[CH:25]=[CH:24][C:20]([C:21](O)=[O:22])=[CH:19][C:18]=1[N+:26]([O-:28])=[O:27].C1CN([P+](ON2N=NC3C=CC=CC2=3)(N2CCCC2)N2CCCC2)CC1.F[P-](F)(F)(F)(F)F.C(N(C(C)C)C(C)C)C. Given the product [F:1][C:2]1[CH:7]=[CH:6][CH:5]=[CH:4][C:3]=1[C:8]1[N:13]=[CH:12][C:11]([NH:14][C:21](=[O:22])[C:20]2[CH:24]=[CH:25][C:17]([S:16][CH3:15])=[C:18]([N+:26]([O-:28])=[O:27])[CH:19]=2)=[CH:10][CH:9]=1, predict the reactants needed to synthesize it. (3) Given the product [Cl:1][C:2]1[C:3]([Cl:26])=[CH:4][C:5]2[C:6]3[CH2:24][N:23]([CH3:25])[CH2:22][CH2:21][C:7]=3[N:8](/[CH:11]=[C:12](/[C:15]3[CH:16]=[CH:17][N:18]=[CH:19][CH:20]=3)\[CH3:13])[C:9]=2[CH:10]=1, predict the reactants needed to synthesize it. The reactants are: [Cl:1][C:2]1[C:3]([Cl:26])=[CH:4][C:5]2[C:6]3[CH2:24][N:23]([CH3:25])[CH2:22][CH2:21][C:7]=3[N:8]([CH2:11][C:12]([C:15]3[CH:20]=[CH:19][N:18]=[CH:17][CH:16]=3)(O)[CH3:13])[C:9]=2[CH:10]=1.[OH-].[K+]. (4) Given the product [CH2:1]1[C:9]2[C:4](=[CH:5][CH:6]=[CH:7][CH:8]=2)[CH2:3][CH:2]1[O:10][C:11]1[CH:12]=[C:13]2[C:18](=[CH:19][CH:20]=1)[CH:17]([CH2:21][C:22]([OH:24])=[O:23])[CH2:16][CH2:15][CH2:14]2, predict the reactants needed to synthesize it. The reactants are: [CH2:1]1[C:9]2[C:4](=[CH:5][CH:6]=[CH:7][CH:8]=2)[CH2:3][CH:2]1[O:10][C:11]1[CH:12]=[C:13]2[C:18](=[CH:19][CH:20]=1)[CH:17]([CH2:21][C:22]([O:24]CC)=[O:23])[CH2:16][CH2:15][CH2:14]2.[Li+].[OH-].Cl. (5) Given the product [NH2:11][C:10]1[C:3]2[C:4]([C:8]#[N:9])=[CH:5][CH:6]=[CH:7][C:2]=2[NH:14][N:13]=1, predict the reactants needed to synthesize it. The reactants are: F[C:2]1[CH:7]=[CH:6][CH:5]=[C:4]([C:8]#[N:9])[C:3]=1[C:10]#[N:11].O.[NH2:13][NH2:14]. (6) Given the product [Cl:1][C:2]1[CH:3]=[C:4]2[C:5]([CH2:8][CH:9]([C:10]([O:12][CH3:13])=[O:11])[N:14]([C:15]([O:17][CH2:18][CH3:19])=[O:16])[CH2:20]2)=[CH:6][CH:7]=1, predict the reactants needed to synthesize it. The reactants are: [Cl:1][C:2]1[CH:7]=[CH:6][C:5]([CH2:8][CH:9]([NH:14][C:15]([O:17][CH2:18][CH3:19])=[O:16])[C:10]([O:12][CH3:13])=[O:11])=[CH:4][CH:3]=1.[CH2:20]=O. (7) Given the product [Cl:37][C:34]1[CH:35]=[CH:36][C:31]([CH:12]2[C@H:13]([O:23][CH2:24][C:25]3[CH:26]=[CH:27][CH:28]=[CH:29][CH:30]=3)[C@@H:14]([O:15][CH2:16][C:17]3[CH:22]=[CH:21][CH:20]=[CH:19][CH:18]=3)[C@H:9]([O:8][CH2:1][C:2]3[CH:3]=[CH:4][CH:5]=[CH:6][CH:7]=3)[C@@H:10]([CH2:40][O:41][CH2:42][C:43]3[CH:44]=[CH:45][CH:46]=[CH:47][CH:48]=3)[O:11]2)=[CH:32][C:33]=1[CH2:38][C:49]#[N:50], predict the reactants needed to synthesize it. The reactants are: [CH2:1]([O:8][C@H:9]1[C@H:14]([O:15][CH2:16][C:17]2[CH:22]=[CH:21][CH:20]=[CH:19][CH:18]=2)[C@@H:13]([O:23][CH2:24][C:25]2[CH:30]=[CH:29][CH:28]=[CH:27][CH:26]=2)[CH:12]([C:31]2[CH:36]=[CH:35][C:34]([Cl:37])=[C:33]([CH2:38]Br)[CH:32]=2)[O:11][C@H:10]1[CH2:40][O:41][CH2:42][C:43]1[CH:48]=[CH:47][CH:46]=[CH:45][CH:44]=1)[C:2]1[CH:7]=[CH:6][CH:5]=[CH:4][CH:3]=1.[C-:49]#[N:50].[K+].C(OCC)(=O)C.